Task: Predict which catalyst facilitates the given reaction.. Dataset: Catalyst prediction with 721,799 reactions and 888 catalyst types from USPTO (1) Reactant: FC(F)(F)C([O-])=O.[F:8][C:9]1[C:10]([O:32][CH2:33][CH2:34][CH:35]2[CH2:40][CH2:39][NH:38][CH2:37][CH2:36]2)=[C:11]2[C:16](=[CH:17][CH:18]=1)[N:15]=[C:14]([C:19]([NH:21][CH2:22][C:23]1[CH:28]=[CH:27][CH:26]=[C:25]([O:29][CH3:30])[CH:24]=1)=[O:20])[NH:13][C:12]2=[O:31].C(N(CC)CC)C.[C:48]([O:51][CH2:52][C:53](Cl)=[O:54])(=[O:50])[CH3:49]. Product: [C:48]([O:51][CH2:52][C:53]([N:38]1[CH2:39][CH2:40][CH:35]([CH2:34][CH2:33][O:32][C:10]2[C:9]([F:8])=[CH:18][CH:17]=[C:16]3[C:11]=2[C:12](=[O:31])[NH:13][C:14]([C:19]([NH:21][CH2:22][C:23]2[CH:28]=[CH:27][CH:26]=[C:25]([O:29][CH3:30])[CH:24]=2)=[O:20])=[N:15]3)[CH2:36][CH2:37]1)=[O:54])(=[O:50])[CH3:49]. The catalyst class is: 112. (2) Reactant: [CH3:1][O:2][C:3](=[O:16])[CH:4]([NH:12][CH2:13][C:14]#[CH:15])[CH2:5][C:6]1[CH:11]=[CH:10][CH:9]=[CH:8][CH:7]=1.C(N(CC)CC)C.[Cl:24][C:25]1[CH:33]=[C:32]([Cl:34])[CH:31]=[CH:30][C:26]=1[C:27](Cl)=[O:28]. Product: [CH3:1][O:2][C:3](=[O:16])[CH:4]([N:12]([C:27](=[O:28])[C:26]1[CH:30]=[CH:31][C:32]([Cl:34])=[CH:33][C:25]=1[Cl:24])[CH2:13][C:14]#[CH:15])[CH2:5][C:6]1[CH:11]=[CH:10][CH:9]=[CH:8][CH:7]=1. The catalyst class is: 2. (3) Reactant: [CH:1]1([C:6]([O:8][CH3:9])=[O:7])[CH2:5][CH2:4][CH2:3][CH2:2]1.[Li+].[CH3:11]C([N-]C(C)C)C.CI. Product: [CH3:11][C:1]1([C:6]([O:8][CH3:9])=[O:7])[CH2:5][CH2:4][CH2:3][CH2:2]1. The catalyst class is: 1. (4) Reactant: [CH3:1][C:2]1([CH3:39])[O:7][C:6]2[CH:8]=[CH:9][C:10]([C@H:12]3[O:16][C:15](=[O:17])[N:14]([CH2:18][CH2:19][CH2:20][CH2:21][CH2:22][CH2:23][O:24][CH2:25][CH2:26][CH2:27][CH2:28][C:29]4[CH:30]=[C:31]([NH:35][C:36]([NH2:38])=[O:37])[CH:32]=[CH:33][CH:34]=4)[CH2:13]3)=[CH:11][C:5]=2[CH2:4][O:3]1.[C:40](OCC)(=[O:46])[C:41](OCC)=[O:42].[Na]. Product: [CH3:1][C:2]1([CH3:39])[O:7][C:6]2[CH:8]=[CH:9][C:10]([C@H:12]3[O:16][C:15](=[O:17])[N:14]([CH2:18][CH2:19][CH2:20][CH2:21][CH2:22][CH2:23][O:24][CH2:25][CH2:26][CH2:27][CH2:28][C:29]4[CH:30]=[C:31]([N:35]5[C:41](=[O:42])[C:40](=[O:46])[NH:38][C:36]5=[O:37])[CH:32]=[CH:33][CH:34]=4)[CH2:13]3)=[CH:11][C:5]=2[CH2:4][O:3]1. The catalyst class is: 8. (5) The catalyst class is: 11. Reactant: [C:1]([C:4]1[C:22](=[O:23])[C@@:8]2([CH3:24])[C:9]3[C:15]([OH:16])=[CH:14][C:13]([O:17][CH3:18])=[C:12]([C:19]([NH2:21])=[O:20])[C:10]=3[O:11][C:7]2=[CH:6][C:5]=1[OH:25])(=[O:3])[CH3:2].[F:26][C:27]1[C:34]([F:35])=[CH:33][CH:32]=[CH:31][C:28]=1[CH:29]=O.C([SiH](CC)CC)C.FC(F)(F)C(O)=O. Product: [C:1]([C:4]1[C:22](=[O:23])[C@@:8]2([CH3:24])[C:9]3[C:15]([OH:16])=[CH:14][C:13]([O:17][CH3:18])=[C:12]([C:19]([NH:21][CH2:29][C:28]4[CH:31]=[CH:32][CH:33]=[C:34]([F:35])[C:27]=4[F:26])=[O:20])[C:10]=3[O:11][C:7]2=[CH:6][C:5]=1[OH:25])(=[O:3])[CH3:2]. (6) Reactant: CS(O[CH:6]1[CH2:11][CH2:10][C:9]([F:26])([CH2:12][CH2:13][CH:14]2[C:22]3[C:17](=[CH:18][CH:19]=[CH:20][CH:21]=3)[C:16]3=[CH:23][N:24]=[CH:25][N:15]23)[CH2:8][CH2:7]1)(=O)=O.[K][S:28][C:29](=[O:31])[CH3:30]. Product: [F:26][C:9]1([CH2:12][CH2:13][CH:14]2[C:22]3[C:17](=[CH:18][CH:19]=[CH:20][CH:21]=3)[C:16]3=[CH:23][N:24]=[CH:25][N:15]23)[CH2:8][CH2:7][CH:6]([S:28][C:29](=[O:31])[CH3:30])[CH2:11][CH2:10]1. The catalyst class is: 18. (7) Reactant: [NH2:1][C:2]1[N:7]=[C:6]([N:8]2[CH2:32][CH2:31][C:11]3([CH2:15][N:14](C(OCC4C=CC=CC=4)=O)[C@H:13]([C:26]([O:28][CH2:29][CH3:30])=[O:27])[CH2:12]3)[CH2:10][CH2:9]2)[CH:5]=[C:4]([O:33][C@H:34]([C:39]2[CH:44]=[CH:43][C:42]([C:45]3[CH:50]=[CH:49][CH:48]=[CH:47][CH:46]=3)=[CH:41][C:40]=2[N:51]2[CH:55]=[CH:54][C:53]([CH3:56])=[N:52]2)[C:35]([F:38])([F:37])[F:36])[N:3]=1. Product: [NH2:1][C:2]1[N:7]=[C:6]([N:8]2[CH2:32][CH2:31][C:11]3([CH2:15][NH:14][C@H:13]([C:26]([O:28][CH2:29][CH3:30])=[O:27])[CH2:12]3)[CH2:10][CH2:9]2)[CH:5]=[C:4]([O:33][C@H:34]([C:39]2[CH:44]=[CH:43][C:42]([C:45]3[CH:46]=[CH:47][CH:48]=[CH:49][CH:50]=3)=[CH:41][C:40]=2[N:51]2[CH:55]=[CH:54][C:53]([CH3:56])=[N:52]2)[C:35]([F:38])([F:37])[F:36])[N:3]=1. The catalyst class is: 99. (8) Reactant: [F:1][C:2]1[C:3]([NH:16][C:17]2[CH:22]=[CH:21][C:20]([I:23])=[CH:19][C:18]=2[F:24])=[C:4]([C:9]([N:11]2[CH2:14][CH:13]([NH2:15])[CH2:12]2)=[O:10])[CH:5]=[CH:6][C:7]=1[F:8].C(N(CC)CC)C.[CH2:32](Br)[CH2:33][CH2:34][CH3:35]. Product: [CH2:32]([NH:15][CH:13]1[CH2:14][N:11]([C:9]([C:4]2[CH:5]=[CH:6][C:7]([F:8])=[C:2]([F:1])[C:3]=2[NH:16][C:17]2[CH:22]=[CH:21][C:20]([I:23])=[CH:19][C:18]=2[F:24])=[O:10])[CH2:12]1)[CH2:33][CH2:34][CH3:35]. The catalyst class is: 10. (9) Reactant: [Br:1][C:2]1[CH:7]=[CH:6][C:5]([C:8]2([C:12](O)=O)[CH2:11]CC2)=[CH:4][CH:3]=1.C1(P([N:29]=[N+]=[N-])(C2C=CC=CC=2)=O)C=CC=CC=1.C(N(CC)CC)C.Cl.[OH-].[NH4+]. Product: [Br:1][C:2]1[CH:3]=[CH:4][C:5]([C:8]2([NH2:29])[CH2:11][CH2:12]2)=[CH:6][CH:7]=1. The catalyst class is: 11. (10) Reactant: [CH3:1][O:2][C:3]1[CH:4]=[C:5]([NH:15][C:16]2[N:21]=[C:20]([C:22](=[O:24])[CH3:23])[CH:19]=[C:18]([CH2:25][O:26][CH2:27][C:28]([F:31])([F:30])[F:29])[N:17]=2)[CH:6]=[CH:7][C:8]=1[N:9]1[CH:13]=[C:12]([CH3:14])[N:11]=[CH:10]1.[CH3:32][Mg]Br.[Cl-].[NH4+]. Product: [CH3:1][O:2][C:3]1[CH:4]=[C:5]([NH:15][C:16]2[N:21]=[C:20]([C:22]([OH:24])([CH3:32])[CH3:23])[CH:19]=[C:18]([CH2:25][O:26][CH2:27][C:28]([F:29])([F:30])[F:31])[N:17]=2)[CH:6]=[CH:7][C:8]=1[N:9]1[CH:13]=[C:12]([CH3:14])[N:11]=[CH:10]1. The catalyst class is: 1.